From a dataset of Peptide-MHC class II binding affinity with 134,281 pairs from IEDB. Regression. Given a peptide amino acid sequence and an MHC pseudo amino acid sequence, predict their binding affinity value. This is MHC class II binding data. (1) The peptide sequence is HVTRGAFLVRNGKKL. The MHC is DRB1_1301 with pseudo-sequence DRB1_1301. The binding affinity (normalized) is 0.898. (2) The peptide sequence is GFLNEDHWFSRENSYSG. The MHC is DRB1_0404 with pseudo-sequence DRB1_0404. The binding affinity (normalized) is 0.490. (3) The peptide sequence is KYQEFFWDANDIYRI. The MHC is DRB1_0701 with pseudo-sequence DRB1_0701. The binding affinity (normalized) is 0.466. (4) The peptide sequence is KLNKFVSPKSVVGNF. The MHC is DRB5_0101 with pseudo-sequence DRB5_0101. The binding affinity (normalized) is 0.591. (5) The MHC is HLA-DPA10301-DPB10402 with pseudo-sequence HLA-DPA10301-DPB10402. The peptide sequence is LHFSEALHIIAGTPE. The binding affinity (normalized) is 0.635. (6) The peptide sequence is FKTFEAAFTSSSKAA. The MHC is HLA-DPA10301-DPB10402 with pseudo-sequence HLA-DPA10301-DPB10402. The binding affinity (normalized) is 0.471.